Dataset: Reaction yield outcomes from USPTO patents with 853,638 reactions. Task: Predict the reaction yield, written as a fraction of the theoretical maximum amount of product (1.0 means a 100% yield; for example, 0.34 means a 34% yield). The reactants are [NH2:1][C:2]1[CH:7]=[CH:6][C:5]([CH:8]2[O:13][CH2:12][CH2:11][N:10]([C:14]([O:16][C:17]([CH3:20])([CH3:19])[CH3:18])=[O:15])[CH2:9]2)=[CH:4][C:3]=1Br.[C:22]([Cu])#[N:23].CCOC(C)=O. The catalyst is CN1C(=O)CCC1. The product is [NH2:1][C:2]1[CH:7]=[CH:6][C:5]([CH:8]2[O:13][CH2:12][CH2:11][N:10]([C:14]([O:16][C:17]([CH3:20])([CH3:19])[CH3:18])=[O:15])[CH2:9]2)=[CH:4][C:3]=1[C:22]#[N:23]. The yield is 0.210.